This data is from Reaction yield outcomes from USPTO patents with 853,638 reactions. The task is: Predict the reaction yield, written as a fraction of the theoretical maximum amount of product (1.0 means a 100% yield; for example, 0.34 means a 34% yield). (1) The reactants are C(O[C:4](=[O:19])[C:5]([NH:7][C:8]1[CH:13]=[CH:12][C:11]([O:14][CH3:15])=[CH:10][C:9]=1[N+:16]([O-:18])=[O:17])=[O:6])C.C1(C)C=CC=CC=1.[CH2:27]([NH2:31])[CH2:28][CH2:29][CH3:30]. No catalyst specified. The product is [CH2:27]([NH:31][C:4](=[O:19])[C:5]([NH:7][C:8]1[CH:13]=[CH:12][C:11]([O:14][CH3:15])=[CH:10][C:9]=1[N+:16]([O-:18])=[O:17])=[O:6])[CH2:28][CH2:29][CH3:30]. The yield is 0.930. (2) The reactants are C(N1C=CN=C1)(N1C=CN=C1)=O.[CH3:13][O:14][C:15]1[CH:16]=[C:17]([CH:21]=[CH:22][C:23]=1[N+:24]([O-:26])=[O:25])[C:18]([OH:20])=O.[CH2:27]([O:29][C:30](=[O:35])[CH2:31]C(O)=O)[CH3:28]. The catalyst is O1CCCC1.C(OCC)(=O)C. The product is [CH3:13][O:14][C:15]1[CH:16]=[C:17]([C:18](=[O:20])[CH2:31][C:30]([O:29][CH2:27][CH3:28])=[O:35])[CH:21]=[CH:22][C:23]=1[N+:24]([O-:26])=[O:25]. The yield is 0.840.